Dataset: Reaction yield outcomes from USPTO patents with 853,638 reactions. Task: Predict the reaction yield, written as a fraction of the theoretical maximum amount of product (1.0 means a 100% yield; for example, 0.34 means a 34% yield). (1) The reactants are [C:1]([O:5][C:6]([N:8]1[C:12]2[CH:13]=[C:14]([CH2:16]OS(C)(=O)=O)[S:15][C:11]=2[C:10]([I:22])=[N:9]1)=[O:7])([CH3:4])([CH3:3])[CH3:2].C(N(CC)CC)C.[NH:30]1[CH2:35][CH2:34][CH2:33][CH2:32][CH2:31]1. The catalyst is ClCCl. The product is [C:1]([O:5][C:6]([N:8]1[C:12]2[CH:13]=[C:14]([CH2:16][N:30]3[CH2:35][CH2:34][CH2:33][CH2:32][CH2:31]3)[S:15][C:11]=2[C:10]([I:22])=[N:9]1)=[O:7])([CH3:4])([CH3:3])[CH3:2]. The yield is 0.530. (2) The reactants are [F:1][C:2]([F:17])([F:16])[O:3][C:4]1[CH:15]=[CH:14][C:7]([CH:8]=[C:9]([C:12]#[N:13])[C:10]#[N:11])=[CH:6][CH:5]=1.[CH:18]([Mg]Br)([CH3:20])[CH3:19]. The catalyst is O1CCCC1.[Cu]I. The product is [F:1][C:2]([F:16])([F:17])[O:3][C:4]1[CH:5]=[CH:6][C:7]([CH:8]([CH:9]([C:12]#[N:13])[C:10]#[N:11])[CH:18]([CH3:20])[CH3:19])=[CH:14][CH:15]=1. The yield is 0.550. (3) The reactants are [CH3:1][C:2]([CH3:9])([CH3:8])[C:3](=O)[CH2:4][C:5]#[N:6].[NH:10]([C:12]1[CH:13]=[CH:14][C:15]([CH3:18])=[N:16][CH:17]=1)[NH2:11]. The catalyst is CCO. The product is [C:2]([C:3]1[CH:4]=[C:5]([NH2:6])[N:10]([C:12]2[CH:17]=[N:16][C:15]([CH3:18])=[CH:14][CH:13]=2)[N:11]=1)([CH3:9])([CH3:8])[CH3:1]. The yield is 0.0700. (4) The reactants are N[C:2]1[CH:11]=[CH:10][C:5]([C:6]([O:8][CH3:9])=[O:7])=[C:4]([O:12][CH3:13])[CH:3]=1.S(=O)(=O)(O)[OH:15].N([O-])=O.[Na+]. The catalyst is C(Cl)Cl. The product is [OH:15][C:2]1[CH:11]=[CH:10][C:5]([C:6]([O:8][CH3:9])=[O:7])=[C:4]([O:12][CH3:13])[CH:3]=1. The yield is 0.730. (5) The reactants are [Cl:1][C:2]1[C:3]([NH:17][C:18]2C=[CH:24][CH:23]=[CH:22][C:19]=2C#N)=[CH:4][C:5]([NH:8][C:9]2[N:13]([CH2:14][CH3:15])[N:12]=[C:11]([CH3:16])[CH:10]=2)=[N:6][CH:7]=1.[OH-].[Na+].[C:28]([O:31]CC)(=[O:30])[CH3:29]. The catalyst is O1CCOCC1. The product is [Cl:1][C:2]1[C:3]([NH:17][C:18]2[CH:19]=[CH:22][CH:23]=[CH:24][C:29]=2[C:28]([OH:31])=[O:30])=[CH:4][C:5]([NH:8][C:9]2[N:13]([CH2:14][CH3:15])[N:12]=[C:11]([CH3:16])[CH:10]=2)=[N:6][CH:7]=1. The yield is 0.661. (6) The product is [CH2:3]([C:5]1[N:6]=[C:7]([C:10]2[CH:11]=[CH:12][C:13]([O:16][CH2:17][CH2:18][CH2:19][O:20][C:21]3[CH:22]=[C:23]4[C:27](=[CH:28][CH:29]=3)[N:26]([CH:30]([CH3:35])[C:31]([OH:33])=[O:32])[CH:25]=[CH:24]4)=[N:14][CH:15]=2)[S:8][CH:9]=1)[CH3:4]. The yield is 0.820. The reactants are [OH-].[Li+].[CH2:3]([C:5]1[N:6]=[C:7]([C:10]2[CH:11]=[CH:12][C:13]([O:16][CH2:17][CH2:18][CH2:19][O:20][C:21]3[CH:22]=[C:23]4[C:27](=[CH:28][CH:29]=3)[N:26]([CH:30]([CH3:35])[C:31]([O:33]C)=[O:32])[CH:25]=[CH:24]4)=[N:14][CH:15]=2)[S:8][CH:9]=1)[CH3:4].CO.O. The catalyst is C1COCC1. (7) The catalyst is C(OCC)(=O)C.C([O-])(=O)C.[Cu+2].C([O-])(=O)C.ClCCl. The reactants are [CH2:1]([C:3]1[NH:4][C:5](=[O:27])[C:6]([CH2:12][C:13]2[CH:18]=[CH:17][C:16]([C:19]3[C:20]([C:25]#[N:26])=[CH:21][CH:22]=[CH:23][CH:24]=3)=[CH:15][CH:14]=2)=[C:7]([CH2:9][CH2:10][CH3:11])[N:8]=1)[CH3:2].[C:28]1(B(O)O)[CH:33]=[CH:32][CH:31]=[CH:30][CH:29]=1.N1C=CC=CC=1.C(N(CC)CC)C. The yield is 1.00. The product is [CH2:1]([C:3]1[N:4]([C:28]2[CH:33]=[CH:32][CH:31]=[CH:30][CH:29]=2)[C:5](=[O:27])[C:6]([CH2:12][C:13]2[CH:18]=[CH:17][C:16]([C:19]3[C:20]([C:25]#[N:26])=[CH:21][CH:22]=[CH:23][CH:24]=3)=[CH:15][CH:14]=2)=[C:7]([CH2:9][CH2:10][CH3:11])[N:8]=1)[CH3:2]. (8) The reactants are [ClH:1].[OH:2][C@H:3]1[CH2:7][N:6]([CH3:8])[C@H:5]([C:9]([OH:11])=[O:10])[CH2:4]1.[CH3:12]O. No catalyst specified. The product is [ClH:1].[OH:2][C@H:3]1[CH2:7][N:6]([CH3:8])[C@H:5]([C:9]([O:11][CH3:12])=[O:10])[CH2:4]1. The yield is 1.00. (9) The reactants are Cl[C:2]1[CH:3]=[C:4]([NH:10][C:11]2[CH:16]=[CH:15][C:14]([N:17]3[CH2:22][CH2:21][N:20]([CH:23]([CH3:25])[CH3:24])[CH2:19][CH2:18]3)=[CH:13][N:12]=2)[C:5](=[O:9])[N:6]([CH3:8])[N:7]=1.[C:26]([O:29][CH2:30][C:31]1[C:36](B2OC(C)(C)C(C)(C)O2)=[CH:35][CH:34]=[CH:33][C:32]=1[N:46]1[N:55]=[CH:54][C:53]2[C:48](=[C:49]([F:60])[CH:50]=[C:51]([C:56]([CH3:59])([CH3:58])[CH3:57])[CH:52]=2)[C:47]1=[O:61])(=[O:28])[CH3:27].[O-]P([O-])([O-])=O.[K+].[K+].[K+].CC(C1C=C(C(C)C)C(C2C=CC=CC=2P(C2CCCCC2)C2CCCCC2)=C(C(C)C)C=1)C. The catalyst is O1CCOCC1.O.C1C=CC(/C=C/C(/C=C/C2C=CC=CC=2)=O)=CC=1.C1C=CC(/C=C/C(/C=C/C2C=CC=CC=2)=O)=CC=1.C1C=CC(/C=C/C(/C=C/C2C=CC=CC=2)=O)=CC=1.[Pd].[Pd]. The product is [C:26]([O:29][CH2:30][C:31]1[C:36]([C:2]2[CH:3]=[C:4]([NH:10][C:11]3[CH:16]=[CH:15][C:14]([N:17]4[CH2:22][CH2:21][N:20]([CH:23]([CH3:25])[CH3:24])[CH2:19][CH2:18]4)=[CH:13][N:12]=3)[C:5](=[O:9])[N:6]([CH3:8])[N:7]=2)=[CH:35][CH:34]=[CH:33][C:32]=1[N:46]1[N:55]=[CH:54][C:53]2[C:48](=[C:49]([F:60])[CH:50]=[C:51]([C:56]([CH3:58])([CH3:57])[CH3:59])[CH:52]=2)[C:47]1=[O:61])(=[O:28])[CH3:27]. The yield is 0.780.